Task: Predict which catalyst facilitates the given reaction.. Dataset: Catalyst prediction with 721,799 reactions and 888 catalyst types from USPTO (1) Reactant: [F:1][CH:2]([F:32])[O:3][C:4]1[CH:5]=[C:6]([CH:14]([C:22]2[CH:27]=[CH:26][C:25]([C:28]([OH:31])([CH3:30])[CH3:29])=[CH:24][CH:23]=2)[CH2:15][C:16]2[CH:17]=[N:18][CH:19]=[CH:20][CH:21]=2)[CH:7]=[CH:8][C:9]=1[O:10][CH:11]([F:13])[F:12].C1C=C(C([O-])=[O:40])C(C(O[O-])=O)=CC=1.[Mg+2]. Product: [F:32][CH:2]([F:1])[O:3][C:4]1[CH:5]=[C:6]([CH:14]([C:22]2[CH:23]=[CH:24][C:25]([C:28]([OH:31])([CH3:30])[CH3:29])=[CH:26][CH:27]=2)[CH2:15][C:16]2[CH:17]=[N+:18]([O-:40])[CH:19]=[CH:20][CH:21]=2)[CH:7]=[CH:8][C:9]=1[O:10][CH:11]([F:12])[F:13]. The catalyst class is: 61. (2) Reactant: [I:1][C:2]1[CH:7]=[CH:6][N:5]=[C:4]2[NH:8][N:9]=[C:10]([C:11]([F:14])([F:13])[F:12])[C:3]=12.C(=O)([O-])[O-].[Cs+].[Cs+].Cl[C:22]1[CH:29]=[CH:28][C:25]([C:26]#[N:27])=[CH:24][C:23]=1[N+:30]([O-:32])=[O:31].[Cl-].[NH4+]. Product: [I:1][C:2]1[CH:7]=[CH:6][N:5]=[C:4]2[N:8]([C:24]3[C:23]([N+:30]([O-:32])=[O:31])=[CH:22][CH:29]=[CH:28][C:25]=3[C:26]#[N:27])[N:9]=[C:10]([C:11]([F:14])([F:12])[F:13])[C:3]=12. The catalyst class is: 10. (3) Reactant: C[Al](C)C.[CH3:5][N:6]1[CH2:11][CH2:10][N:9]([C:12]2[S:16][C:15]([C:17]([O:19]CC)=O)=[CH:14][CH:13]=2)[CH2:8][CH2:7]1.[CH3:22][O:23][C:24]1[CH:25]=[C:26]([CH2:32][CH2:33][C:34]2[CH:35]=[C:36]([NH2:39])[NH:37][N:38]=2)[CH:27]=[C:28]([O:30][CH3:31])[CH:29]=1.C(C(C(C([O-])=O)O)O)([O-])=O.[Na+].[K+]. Product: [CH3:31][O:30][C:28]1[CH:27]=[C:26]([CH2:32][CH2:33][C:34]2[CH:35]=[C:36]([NH:39][C:17]([C:15]3[S:16][C:12]([N:9]4[CH2:8][CH2:7][N:6]([CH3:5])[CH2:11][CH2:10]4)=[CH:13][CH:14]=3)=[O:19])[NH:37][N:38]=2)[CH:25]=[C:24]([O:23][CH3:22])[CH:29]=1. The catalyst class is: 727. (4) Reactant: [Br:1][C:2]1[C:3](=[O:19])[NH:4][C:5](=[O:18])[N:6]([CH2:9][C:10]2[C:15]([F:16])=[CH:14][CH:13]=[CH:12][C:11]=2[F:17])[C:7]=1[CH3:8].[C:20]([O:24][C:25](=[O:36])[NH:26][C@H:27]([C:30]1[CH:35]=[CH:34][CH:33]=[CH:32][CH:31]=1)[CH2:28]O)([CH3:23])([CH3:22])[CH3:21].C1(P(C2C=CC=CC=2)C2C=CC=CC=2)C=CC=CC=1.CCOC(/N=N/C(OCC)=O)=O. Product: [C:20]([O:24][C:25](=[O:36])[NH:26][C@H:27]([C:30]1[CH:31]=[CH:32][CH:33]=[CH:34][CH:35]=1)[CH2:28][N:4]1[C:3](=[O:19])[C:2]([Br:1])=[C:7]([CH3:8])[N:6]([CH2:9][C:10]2[C:11]([F:17])=[CH:12][CH:13]=[CH:14][C:15]=2[F:16])[C:5]1=[O:18])([CH3:21])([CH3:22])[CH3:23]. The catalyst class is: 7. (5) Reactant: [OH:1][CH2:2][C:3]([CH2:14][OH:15])([C:9]([O:11][CH2:12][CH3:13])=[O:10])[C:4]([O:6][CH2:7][CH3:8])=[O:5].[CH3:16][O:17][C:18]1[CH:39]=[CH:38][C:21]([C:22](Cl)([C:31]2[CH:36]=[CH:35][CH:34]=[CH:33][CH:32]=2)[C:23]2[CH:28]=[CH:27][C:26]([O:29][CH3:30])=[CH:25][CH:24]=2)=[CH:20][CH:19]=1.O1CCOCC1. Product: [CH3:30][O:29][C:26]1[CH:25]=[CH:24][C:23]([C:22]([O:15][CH2:14][C:3]([CH2:2][OH:1])([C:4]([O:6][CH2:7][CH3:8])=[O:5])[C:9]([O:11][CH2:12][CH3:13])=[O:10])([C:31]2[CH:32]=[CH:33][CH:34]=[CH:35][CH:36]=2)[C:21]2[CH:38]=[CH:39][C:18]([O:17][CH3:16])=[CH:19][CH:20]=2)=[CH:28][CH:27]=1. The catalyst class is: 17. (6) Reactant: [NH2:1][C:2]1[CH:7]=[CH:6][C:5]([O:8][CH2:9][CH2:10][N:11]([CH2:24][C:25]([F:28])([F:27])[F:26])[C:12]2[CH:19]=[CH:18][C:15]([C:16]#[N:17])=[C:14]([C:20]([F:23])([F:22])[F:21])[CH:13]=2)=[CH:4][CH:3]=1.[Si]([N:33]=[C:34]=[O:35])(C)(C)C. Product: [C:16]([C:15]1[CH:18]=[CH:19][C:12]([N:11]([CH2:24][C:25]([F:26])([F:27])[F:28])[CH2:10][CH2:9][O:8][C:5]2[CH:6]=[CH:7][C:2]([NH:1][C:34]([NH2:33])=[O:35])=[CH:3][CH:4]=2)=[CH:13][C:14]=1[C:20]([F:21])([F:22])[F:23])#[N:17]. The catalyst class is: 64. (7) Reactant: [CH3:1][O:2][C:3](=[O:25])[CH2:4][C:5]1[CH:10]=[CH:9][C:8]([O:11][C:12]2[CH:17]=[CH:16][C:15]([C:18]([F:21])([F:20])[F:19])=[CH:14][C:13]=2[N+:22]([O-])=O)=[CH:7][CH:6]=1. Product: [CH3:1][O:2][C:3](=[O:25])[CH2:4][C:5]1[CH:10]=[CH:9][C:8]([O:11][C:12]2[CH:17]=[CH:16][C:15]([C:18]([F:19])([F:21])[F:20])=[CH:14][C:13]=2[NH2:22])=[CH:7][CH:6]=1. The catalyst class is: 19.